From a dataset of Full USPTO retrosynthesis dataset with 1.9M reactions from patents (1976-2016). Predict the reactants needed to synthesize the given product. Given the product [Br:1][C:2]1[CH:3]=[CH:4][C:5]2[O:9][CH:8]([C:10]([N:45]3[CH2:46][CH2:47][N:42]([CH3:41])[CH2:43][CH2:44]3)=[O:12])[CH2:7][C:6]=2[CH:13]=1, predict the reactants needed to synthesize it. The reactants are: [Br:1][C:2]1[CH:3]=[CH:4][C:5]2[O:9][CH:8]([C:10]([OH:12])=O)[CH2:7][C:6]=2[CH:13]=1.F[P-](F)(F)(F)(F)F.N1(O[P+](N(C)C)(N(C)C)N(C)C)C2C=CC=CC=2N=N1.[CH3:41][N:42]1[CH2:47][CH2:46][NH:45][CH2:44][CH2:43]1.C(N(CC)C(C)C)(C)C.